From a dataset of Acute oral toxicity (LD50) regression data from Zhu et al.. Regression/Classification. Given a drug SMILES string, predict its toxicity properties. Task type varies by dataset: regression for continuous values (e.g., LD50, hERG inhibition percentage) or binary classification for toxic/non-toxic outcomes (e.g., AMES mutagenicity, cardiotoxicity, hepatotoxicity). Dataset: ld50_zhu. (1) The compound is CCCCCCCCOP(=O)(O)OCCC(Cl)Cl. The rat oral LD50 is 1.49, given as -log10 of the dose in mol/kg body weight (higher means more acutely toxic). (2) The molecule is CC(C)=NNC(=O)CSc1cc(Oc2ccc(F)cc2)ncn1. The rat oral LD50 is 2.94, given as -log10 of the dose in mol/kg body weight (higher means more acutely toxic). (3) The compound is COc1c(C)ccc(C)c1N(COC(C)C)C(=O)CCl. The rat oral LD50 is 2.24, given as -log10 of the dose in mol/kg body weight (higher means more acutely toxic). (4) The drug is CC12CCC(=O)C=C1CCC1C2CCC2(C)C1CCC2(C)O. The rat oral LD50 is 2.08, given as -log10 of the dose in mol/kg body weight (higher means more acutely toxic). (5) The compound is C=CC(C)(O)CC. The rat oral LD50 is 2.16, given as -log10 of the dose in mol/kg body weight (higher means more acutely toxic). (6) The drug is CC(=O)ON(C(=O)OC(C)C)c1ccccc1. The rat oral LD50 is 1.84, given as -log10 of the dose in mol/kg body weight (higher means more acutely toxic).